From a dataset of Catalyst prediction with 721,799 reactions and 888 catalyst types from USPTO. Predict which catalyst facilitates the given reaction. Reactant: [C:1]([O:5][C:6](=[O:18])[NH:7][C:8]1([C:14](N)=[N:15]O)[CH2:13][CH2:12][O:11][CH2:10][CH2:9]1)([CH3:4])([CH3:3])[CH3:2].C[O:20]C(C#CC(OC)=O)=O. Product: [NH2:15][C:14]([C:8]1([NH:7][C:6](=[O:18])[O:5][C:1]([CH3:4])([CH3:3])[CH3:2])[CH2:13][CH2:12][O:11][CH2:10][CH2:9]1)=[O:20]. The catalyst class is: 22.